From a dataset of Forward reaction prediction with 1.9M reactions from USPTO patents (1976-2016). Predict the product of the given reaction. (1) Given the reactants [F:1][C:2]1[N:6]2[CH2:7][CH2:8][NH:9][CH2:10][C:5]2=[C:4]([C:11]#[N:12])[C:3]=1[C:13]1[CH:18]=[CH:17][CH:16]=[CH:15][CH:14]=1.C(N(CC)CC)C.[C:26]([N:30]=[C:31]=[O:32])([CH3:29])([CH3:28])[CH3:27].O, predict the reaction product. The product is: [C:26]([NH:30][C:31]([N:9]1[CH2:8][CH2:7][N:6]2[C:2]([F:1])=[C:3]([C:13]3[CH:14]=[CH:15][CH:16]=[CH:17][CH:18]=3)[C:4]([C:11]#[N:12])=[C:5]2[CH2:10]1)=[O:32])([CH3:29])([CH3:28])[CH3:27]. (2) The product is: [NH2:1][C:2]1[C:7]([F:8])=[C:6]([C:9]2[CH:14]=[CH:13][C:12]([Cl:15])=[C:11]([O:16][CH3:17])[C:10]=2[F:18])[N:5]=[C:4]([C:19]([O:21][CH3:22])=[O:20])[CH:3]=1. Given the reactants [NH2:1][C:2]1[C:7]([F:8])=[C:6]([C:9]2[CH:14]=[CH:13][C:12]([Cl:15])=[C:11]([O:16][CH3:17])[C:10]=2[F:18])[N:5]=[C:4]([C:19]([O:21][CH2:22]C2C=CC=CC=2)=[O:20])[CH:3]=1.CO.C[O-].[Na+], predict the reaction product.